This data is from Reaction yield outcomes from USPTO patents with 853,638 reactions. The task is: Predict the reaction yield, written as a fraction of the theoretical maximum amount of product (1.0 means a 100% yield; for example, 0.34 means a 34% yield). The reactants are [N:1]([CH:4]1[CH2:6][CH:5]1[C:7]1[CH:12]=[CH:11][CH:10]=[CH:9][CH:8]=1)=[C:2]=[O:3].C1CCN2C(=NCCC2)CC1.Cl[CH2:25][CH2:26][C:27]([C:32]1[CH:37]=[CH:36][CH:35]=[CH:34][CH:33]=1)([OH:31])[CH2:28][CH:29]=[CH2:30]. The catalyst is C1COCC1.CCOC(C)=O. The product is [CH2:28]([C:27]1([C:32]2[CH:37]=[CH:36][CH:35]=[CH:34][CH:33]=2)[O:31][C:2](=[O:3])[N:1]([CH:4]2[CH2:6][CH:5]2[C:7]2[CH:12]=[CH:11][CH:10]=[CH:9][CH:8]=2)[CH2:25][CH2:26]1)[CH:29]=[CH2:30]. The yield is 0.0600.